Dataset: Catalyst prediction with 721,799 reactions and 888 catalyst types from USPTO. Task: Predict which catalyst facilitates the given reaction. (1) Reactant: [Cl:1][C:2]1[N:7]=[C:6](Cl)[CH:5]=[CH:4][N:3]=1.[NH2:9][C@@H:10]1[CH2:15][CH2:14][CH2:13][N:12]([C:16]([O:18][C:19]([CH3:22])([CH3:21])[CH3:20])=[O:17])[CH2:11]1.O. Product: [Cl:1][C:2]1[N:7]=[C:6]([NH:9][C@@H:10]2[CH2:15][CH2:14][CH2:13][N:12]([C:16]([O:18][C:19]([CH3:22])([CH3:21])[CH3:20])=[O:17])[CH2:11]2)[CH:5]=[CH:4][N:3]=1. The catalyst class is: 3. (2) Reactant: [Br:1][C:2]1[CH:13]=[CH:12][C:5]2[CH2:6][CH2:7][CH2:8][C:9](=O)[NH:10][C:4]=2[CH:3]=1.B.C1COCC1.O. Product: [Br:1][C:2]1[CH:13]=[CH:12][C:5]2[CH2:6][CH2:7][CH2:8][CH2:9][NH:10][C:4]=2[CH:3]=1. The catalyst class is: 1. (3) Reactant: [Br:1][C:2]1[CH:3]=[C:4]([CH:33]=[CH:34][CH:35]=1)[O:5][CH2:6][C:7]1[N:12]=[C:11]([NH:13]CC2C=CC(OC)=C(OC)C=2)[N:10]2[N:25]=[C:26]([C:28]3[O:29][CH:30]=[CH:31][CH:32]=3)[N:27]=[C:9]2[CH:8]=1.C1(OC)C=CC=CC=1.FC(F)(F)S(O)(=O)=O.[OH-].[Na+]. Product: [NH2:13][C:11]1[N:10]2[N:25]=[C:26]([C:28]3[O:29][CH:30]=[CH:31][CH:32]=3)[N:27]=[C:9]2[CH:8]=[C:7]([CH2:6][O:5][C:4]2[CH:33]=[CH:34][CH:35]=[C:2]([Br:1])[CH:3]=2)[N:12]=1. The catalyst class is: 55. (4) Reactant: C(OC([N:8]1[CH2:21][CH2:20][C:19](=[CH:22][C:23]([O:25]CC)=[O:24])[C:18]2[C:17]3[C:12](=[CH:13][CH:14]=[CH:15][CH:16]=3)[N:11](C(OC(C)(C)C)=O)[C:10]=2[C:9]1=[O:35])=O)(C)(C)C.[Li+].[OH-]. Product: [O:35]=[C:9]1[C:10]2[NH:11][C:12]3[C:17]([C:18]=2[C:19]([CH2:22][C:23]([OH:25])=[O:24])=[CH:20][CH2:21][NH:8]1)=[CH:16][CH:15]=[CH:14][CH:13]=3. The catalyst class is: 24.